Dataset: Reaction yield outcomes from USPTO patents with 853,638 reactions. Task: Predict the reaction yield, written as a fraction of the theoretical maximum amount of product (1.0 means a 100% yield; for example, 0.34 means a 34% yield). (1) The reactants are [F:1][C:2]([C:15]1[CH:16]=[N:17][N:18]([CH3:22])[C:19](=[O:21])[CH:20]=1)(C(OCC)=O)[C:3]([O:5][C:6](C)(C)[CH3:7])=[O:4].C(=O)(O)[O-].[Na+]. The catalyst is FC(F)(F)C(O)=O.ClCCl. The product is [F:1][CH:2]([C:15]1[CH:16]=[N:17][N:18]([CH3:22])[C:19](=[O:21])[CH:20]=1)[C:3]([O:5][CH2:6][CH3:7])=[O:4]. The yield is 0.880. (2) The reactants are [CH3:1][O:2][C:3]1[CH:8]=[CH:7][C:6]([C:9](=O)[CH3:10])=[CH:5][CH:4]=1.[NH2:12][C:13]([NH2:15])=[S:14]. No catalyst specified. The product is [NH2:15][C:13]1[S:14][CH:10]=[C:9]([C:6]2[CH:7]=[CH:8][C:3]([O:2][CH3:1])=[CH:4][CH:5]=2)[N:12]=1. The yield is 0.852. (3) The reactants are [CH2:1]([O:8][C:9](=[O:30])[CH2:10][C:11]1[CH:16]=[C:15]([O:17][CH3:18])[C:14]([O:19][CH3:20])=[CH:13][C:12]=1[S:21]([N:24]1[CH2:29][CH2:28][O:27][CH2:26][CH2:25]1)(=[O:23])=[O:22])[C:2]1[CH:7]=[CH:6][CH:5]=[CH:4][CH:3]=1.C[Si]([N-][Si](C)(C)C)(C)C.[Li+].[CH2:41](Br)[CH:42]=[CH2:43].[Cl-].[NH4+]. The catalyst is O1CCCC1. The product is [CH2:1]([O:8][C:9](=[O:30])[CH:10]([C:11]1[CH:16]=[C:15]([O:17][CH3:18])[C:14]([O:19][CH3:20])=[CH:13][C:12]=1[S:21]([N:24]1[CH2:25][CH2:26][O:27][CH2:28][CH2:29]1)(=[O:23])=[O:22])[CH2:43][CH:42]=[CH2:41])[C:2]1[CH:3]=[CH:4][CH:5]=[CH:6][CH:7]=1. The yield is 0.994. (4) The reactants are CCN(C(C)C)C(C)C.C1C=CC2N(O)N=NC=2C=1.C(OC([NH:27][C@H:28]([C:31]([OH:33])=O)[CH2:29][OH:30])=O)(C)(C)C.CCN=C=NCCCN(C)C.Cl.[Cl:46][C:47]1[S:54][CH:53]2[CH:49]([NH:50][C:51]([C:55]([NH:57][C@@H:58]3[CH2:66][C:65]4[C:60](=[CH:61][CH:62]=[CH:63][CH:64]=4)[C@H:59]3[NH:67][CH3:68])=[O:56])=[CH:52]2)[C:48]=1[Cl:69]. The catalyst is CN(C=O)C.O. The product is [ClH:46].[Cl:46][C:47]1[S:54][C:53]2[CH:52]=[C:51]([C:55]([NH:57][C@@H:58]3[CH2:66][C:65]4[C:60](=[CH:61][CH:62]=[CH:63][CH:64]=4)[C@H:59]3[N:67]([CH3:68])[C:31](=[O:33])[C@H:28]([CH2:29][OH:30])[NH2:27])=[O:56])[NH:50][C:49]=2[C:48]=1[Cl:69]. The yield is 0.510. (5) The reactants are [C:1]([O:5][C:6]([N:8]1[CH2:13][CH2:12][NH:11][C:10](=[O:14])[CH2:9]1)=[O:7])([CH3:4])([CH3:3])[CH3:2].[H-].[Na+].CC1C=CC(S(O[CH2:28][CH:29]2[CH2:34][CH2:33][CH2:32][N:31]([CH2:35][C:36]3[CH:41]=[CH:40][CH:39]=[CH:38][CH:37]=3)[CH2:30]2)(=O)=O)=CC=1. The catalyst is CN(C)C=O. The product is [CH2:35]([N:31]1[CH2:32][CH2:33][CH2:34][CH:29]([CH2:28][N:11]2[CH2:12][CH2:13][N:8]([C:6]([O:5][C:1]([CH3:4])([CH3:2])[CH3:3])=[O:7])[CH2:9][C:10]2=[O:14])[CH2:30]1)[C:36]1[CH:41]=[CH:40][CH:39]=[CH:38][CH:37]=1. The yield is 0.200. (6) The reactants are [CH3:1][C:2]1[CH:3]=[C:4]([CH:9]=[C:10]([CH3:26])[C:11]=1[CH2:12][C:13]1[CH:18]=[CH:17][C:16]([O:19][CH2:20][O:21][CH3:22])=[C:15]([CH:23]([CH3:25])[CH3:24])[CH:14]=1)[C:5]([O:7]C)=[O:6].[OH-].[Na+].Cl. The catalyst is CO. The product is [CH3:26][C:10]1[CH:9]=[C:4]([CH:3]=[C:2]([CH3:1])[C:11]=1[CH2:12][C:13]1[CH:18]=[CH:17][C:16]([O:19][CH2:20][O:21][CH3:22])=[C:15]([CH:23]([CH3:24])[CH3:25])[CH:14]=1)[C:5]([OH:7])=[O:6]. The yield is 0.980. (7) The reactants are [Br:1][C:2]1[C:3]([C:9]([CH3:12])([CH3:11])[CH3:10])=[N:4][N:5]([CH3:8])[C:6]=1[NH2:7].[C:13](O[C:13]([O:15][C:16]([CH3:19])([CH3:18])[CH3:17])=[O:14])([O:15][C:16]([CH3:19])([CH3:18])[CH3:17])=[O:14].C(=O)([O-])[O-].[K+].[K+]. The catalyst is CN(C1C=CN=CC=1)C.C(Cl)Cl. The product is [Br:1][C:2]1[C:3]([C:9]([CH3:12])([CH3:11])[CH3:10])=[N:4][N:5]([CH3:8])[C:6]=1[NH:7][C:13](=[O:14])[O:15][C:16]([CH3:19])([CH3:18])[CH3:17]. The yield is 0.800.